This data is from Experimentally validated miRNA-target interactions with 360,000+ pairs, plus equal number of negative samples. The task is: Binary Classification. Given a miRNA mature sequence and a target amino acid sequence, predict their likelihood of interaction. The miRNA is mmu-miR-692 with sequence AUCUCUUUGAGCGCCUCACUC. The protein sequence of the target gene is MAAPGARGASLSGLLPAQTSLEYALLDAVTQQEKDELVYQYLQKVDGWEQDLAVPEFPEGLEWLNTEEPLSIYKDLCGKVVVLDFFTYCCINCIHVLPDLHALERRFSDKDGLLIVGVHSAKFPNEKVLDNIKSAVLRYNITHPVVNDADASLWQELEVSCWPTLVILGPRGNLLFSLIGEGHRDKLFSYTSIALKYYKDRGQIRDGKIGIKLFKESLPPSPLLFPGKVAVDHATGRLVVADTGHHRILVIQKNGRIQSSIGGPNPGRKDGMFSESSFNSPQGVAIADNVIYVADTENHL.... Result: 1 (interaction).